Dataset: Full USPTO retrosynthesis dataset with 1.9M reactions from patents (1976-2016). Task: Predict the reactants needed to synthesize the given product. (1) Given the product [CH:1]([O:4][C:5]([N:7]1[CH2:12][CH2:11][CH:10]([O:13][C:14]2[C:19]([CH3:20])=[C:18]([O:36][C:24]3[CH:25]=[CH:26][C:27]([O:29][CH2:30][CH2:31][O:32][CH:33]([CH3:34])[CH3:35])=[CH:28][C:23]=3[F:22])[N:17]=[CH:16][N:15]=2)[CH2:9][CH2:8]1)=[O:6])([CH3:3])[CH3:2], predict the reactants needed to synthesize it. The reactants are: [CH:1]([O:4][C:5]([N:7]1[CH2:12][CH2:11][CH:10]([O:13][C:14]2[C:19]([CH3:20])=[C:18](Cl)[N:17]=[CH:16][N:15]=2)[CH2:9][CH2:8]1)=[O:6])([CH3:3])[CH3:2].[F:22][C:23]1[CH:28]=[C:27]([O:29][CH2:30][CH2:31][O:32][CH:33]([CH3:35])[CH3:34])[CH:26]=[CH:25][C:24]=1[OH:36].C([O-])([O-])=O.[K+].[K+]. (2) Given the product [C:24]1([C@H:15]([NH:14][C:12]([C:3]2[C:2]([NH:1][C:31]([NH:30][C:33]3[C:34]([CH3:41])=[CH:35][C:36]([CH3:40])=[CH:37][C:38]=3[CH3:39])=[O:32])=[CH:11][C:10]3[C:5](=[CH:6][CH:7]=[CH:8][CH:9]=3)[CH:4]=2)=[O:13])[CH2:16][C:17]([OH:19])=[O:18])[CH:25]=[CH:26][CH:27]=[CH:28][CH:29]=1, predict the reactants needed to synthesize it. The reactants are: [NH2:1][C:2]1[C:3]([C:12]([NH:14][C@@H:15]([C:24]2[CH:29]=[CH:28][CH:27]=[CH:26][CH:25]=2)[CH2:16][C:17]([O:19]C(C)(C)C)=[O:18])=[O:13])=[CH:4][C:5]2[C:10]([CH:11]=1)=[CH:9][CH:8]=[CH:7][CH:6]=2.[N:30]([C:33]1[C:38]([CH3:39])=[CH:37][C:36]([CH3:40])=[CH:35][C:34]=1[CH3:41])=[C:31]=[O:32].Cl.C(O)(C(F)(F)F)=O. (3) Given the product [CH2:1]([O:3][CH:4]([O:18][CH2:19][CH3:20])[CH2:5][CH2:6][N:7]([CH3:22])[C:8](=[O:17])[O:9][CH2:10][C:11]1[CH:12]=[CH:13][CH:14]=[CH:15][CH:16]=1)[CH3:2], predict the reactants needed to synthesize it. The reactants are: [CH2:1]([O:3][CH:4]([O:18][CH2:19][CH3:20])[CH2:5][CH2:6][NH:7][C:8](=[O:17])[O:9][CH2:10][C:11]1[CH:16]=[CH:15][CH:14]=[CH:13][CH:12]=1)[CH3:2].[Li+].[CH3:22][Si]([N-][Si](C)(C)C)(C)C.CI. (4) Given the product [Cl:1][C:2]1[CH:3]=[C:4]2[C:8](=[CH:9][CH:10]=1)[NH:7][CH:6]=[C:5]2[CH2:11][CH2:12][NH:13][C:14](=[O:23])[C:15]1[CH:20]=[CH:19][CH:18]=[C:17]([CH2:21][C:25]2[CH:30]=[CH:29][C:28]([CH3:31])=[CH:27][CH:26]=2)[CH:16]=1, predict the reactants needed to synthesize it. The reactants are: [Cl:1][C:2]1[CH:3]=[C:4]2[C:8](=[CH:9][CH:10]=1)[NH:7][CH:6]=[C:5]2[CH2:11][CH2:12][NH:13][C:14](=[O:23])[C:15]1[CH:20]=[CH:19][CH:18]=[C:17]([CH2:21]Cl)[CH:16]=1.B(O)(O)[C:25]1[CH:26]=[CH:27][C:28]([CH3:31])=[CH:29][CH:30]=1.C(=O)([O-])[O-].[Na+].[Na+].[I-].[Na+]. (5) Given the product [CH2:1]([O:4][CH:5]1[CH2:14][CH2:13][C:8](=[O:9])[CH2:7][CH2:6]1)[CH2:2][CH3:3], predict the reactants needed to synthesize it. The reactants are: [CH2:1]([O:4][CH:5]1[CH2:14][CH2:13][C:8]2(OCC[O:9]2)[CH2:7][CH2:6]1)[CH2:2][CH3:3].Cl. (6) Given the product [CH3:18][C:4]1[CH:5]=[C:6]([C:8]([F:17])([C:9]([F:11])([F:10])[F:12])[C:13]([F:16])([F:15])[F:14])[CH:7]=[C:2]([CH3:1])[C:3]=1[NH:19][C:20](=[O:31])[C:21]1[CH:26]=[C:25]([N+:27]([O-:29])=[O:28])[CH:24]=[CH:23][C:22]=1[NH:34][CH2:32][CH3:33], predict the reactants needed to synthesize it. The reactants are: [CH3:1][C:2]1[CH:7]=[C:6]([C:8]([F:17])([C:13]([F:16])([F:15])[F:14])[C:9]([F:12])([F:11])[F:10])[CH:5]=[C:4]([CH3:18])[C:3]=1[NH:19][C:20](=[O:31])[C:21]1[CH:26]=[C:25]([N+:27]([O-:29])=[O:28])[CH:24]=[CH:23][C:22]=1F.[CH2:32]([NH2:34])[CH3:33].O. (7) Given the product [C:1]1([C:7]2([C:10]3[N:15]=[C:14]4[S:16][C:17]([C:19]5[CH:20]=[C:21]6[C:26](=[CH:27][CH:28]=5)[CH2:25][N:24]([CH2:37][C:38]([O:40][CH3:41])=[O:39])[CH2:23][CH2:22]6)=[N:18][C:13]4=[CH:12][CH:11]=3)[CH2:9][CH2:8]2)[CH:2]=[CH:3][CH:4]=[CH:5][CH:6]=1, predict the reactants needed to synthesize it. The reactants are: [C:1]1([C:7]2([C:10]3[N:15]=[C:14]4[S:16][C:17]([C:19]5[CH:20]=[C:21]6[C:26](=[CH:27][CH:28]=5)[CH2:25][NH:24][CH2:23][CH2:22]6)=[N:18][C:13]4=[CH:12][CH:11]=3)[CH2:9][CH2:8]2)[CH:6]=[CH:5][CH:4]=[CH:3][CH:2]=1.C(N(CC)CC)C.Br[CH2:37][C:38]([O:40][CH3:41])=[O:39].